Dataset: NCI-60 drug combinations with 297,098 pairs across 59 cell lines. Task: Regression. Given two drug SMILES strings and cell line genomic features, predict the synergy score measuring deviation from expected non-interaction effect. (1) Drug 1: CC12CCC3C(C1CCC2=O)CC(=C)C4=CC(=O)C=CC34C. Drug 2: CC1=C2C(C(=O)C3(C(CC4C(C3C(C(C2(C)C)(CC1OC(=O)C(C(C5=CC=CC=C5)NC(=O)OC(C)(C)C)O)O)OC(=O)C6=CC=CC=C6)(CO4)OC(=O)C)O)C)O. Cell line: BT-549. Synergy scores: CSS=44.1, Synergy_ZIP=-1.69, Synergy_Bliss=-2.68, Synergy_Loewe=-14.4, Synergy_HSA=-1.02. (2) Drug 1: C1CCC(C(C1)N)N.C(=O)(C(=O)[O-])[O-].[Pt+4]. Drug 2: C(CCl)NC(=O)N(CCCl)N=O. Cell line: COLO 205. Synergy scores: CSS=46.8, Synergy_ZIP=-5.95, Synergy_Bliss=-6.51, Synergy_Loewe=-6.70, Synergy_HSA=-1.18. (3) Synergy scores: CSS=23.4, Synergy_ZIP=2.47, Synergy_Bliss=4.10, Synergy_Loewe=-3.21, Synergy_HSA=4.82. Drug 2: CC1=C(C(=O)C2=C(C1=O)N3CC4C(C3(C2COC(=O)N)OC)N4)N. Cell line: MCF7. Drug 1: CC1C(C(CC(O1)OC2CC(CC3=C2C(=C4C(=C3O)C(=O)C5=C(C4=O)C(=CC=C5)OC)O)(C(=O)CO)O)N)O.Cl.